From a dataset of Forward reaction prediction with 1.9M reactions from USPTO patents (1976-2016). Predict the product of the given reaction. (1) Given the reactants [F:1][C:2]1[CH:7]=[C:6]([C:8]2[CH:13]=[CH:12][N:11]=[C:10]3[NH:14][C:15]([C:17]4[CH:18]=[N:19][N:20]([CH3:22])[CH:21]=4)=[N:16][C:9]=23)[CH:5]=[CH:4][C:3]=1[CH2:23][NH2:24].[CH:25]1([C:28]2[N:33]=[CH:32][C:31]([C:34](O)=[O:35])=[CH:30][CH:29]=2)[CH2:27][CH2:26]1.CN(C(ON1N=NC2C=CC=NC1=2)=[N+](C)C)C.F[P-](F)(F)(F)(F)F.CCN(C(C)C)C(C)C, predict the reaction product. The product is: [CH:25]1([C:28]2[N:33]=[CH:32][C:31]([C:34]([NH:24][CH2:23][C:3]3[CH:4]=[CH:5][C:6]([C:8]4[CH:13]=[CH:12][N:11]=[C:10]5[NH:14][C:15]([C:17]6[CH:18]=[N:19][N:20]([CH3:22])[CH:21]=6)=[N:16][C:9]=45)=[CH:7][C:2]=3[F:1])=[O:35])=[CH:30][CH:29]=2)[CH2:27][CH2:26]1. (2) Given the reactants [NH2:1][C:2]1[N:3]=[C:4]([N:18]2[CH2:23][CH2:22][NH:21][CH2:20][CH2:19]2)[C:5]2[C:10]([C:11]3[CH:16]=[CH:15][C:14]([F:17])=[CH:13][CH:12]=3)=[CH:9][S:8][C:6]=2[N:7]=1.[C:24]1([CH3:33])[CH:29]=[CH:28][CH:27]=[C:26]([N:30]=[C:31]=[O:32])[CH:25]=1, predict the reaction product. The product is: [NH2:1][C:2]1[N:3]=[C:4]([N:18]2[CH2:23][CH2:22][N:21]([C:31]([NH:30][C:26]3[CH:25]=[C:24]([CH3:33])[CH:29]=[CH:28][CH:27]=3)=[O:32])[CH2:20][CH2:19]2)[C:5]2[C:10]([C:11]3[CH:12]=[CH:13][C:14]([F:17])=[CH:15][CH:16]=3)=[CH:9][S:8][C:6]=2[N:7]=1.